This data is from Forward reaction prediction with 1.9M reactions from USPTO patents (1976-2016). The task is: Predict the product of the given reaction. Given the reactants [CH3:1][O:2]/[N:3]=[C:4](/[C:27]1[CH:32]=[CH:31][C:30]([O:33][CH3:34])=[CH:29][CH:28]=1)\[CH2:5][O:6][C:7]1[CH:26]=[CH:25][C:10]([CH2:11][O:12][C:13]2[CH:18]=[CH:17][C:16]([CH:19]3[CH2:21][CH:20]3[C:22]([OH:24])=[O:23])=[CH:15][CH:14]=2)=[CH:9][CH:8]=1.[OH-].[Na+:36], predict the reaction product. The product is: [CH3:1][O:2]/[N:3]=[C:4](/[C:27]1[CH:28]=[CH:29][C:30]([O:33][CH3:34])=[CH:31][CH:32]=1)\[CH2:5][O:6][C:7]1[CH:8]=[CH:9][C:10]([CH2:11][O:12][C:13]2[CH:18]=[CH:17][C:16]([CH:19]3[CH2:21][CH:20]3[C:22]([O-:24])=[O:23])=[CH:15][CH:14]=2)=[CH:25][CH:26]=1.[Na+:36].